This data is from Catalyst prediction with 721,799 reactions and 888 catalyst types from USPTO. The task is: Predict which catalyst facilitates the given reaction. (1) Reactant: N[C:2]1[CH:7]=[CH:6][C:5]([Br:8])=[CH:4][C:3]=1[C:9]1[C:23]([O:24][CH2:25][CH3:26])=[N:22][CH:21]=[CH:20][C:10]=1[C:11]([N:13](C(C)C)C(C)C)=[O:12].C[Si]([N-][Si](C)(C)C)(C)C.[Na+]. Product: [Br:8][C:5]1[CH:6]=[CH:7][C:2]2[N:13]=[C:11]([OH:12])[C:10]3[C:9]([C:3]=2[CH:4]=1)=[C:23]([O:24][CH2:25][CH3:26])[N:22]=[CH:21][CH:20]=3. The catalyst class is: 1. (2) Reactant: [Cl:1][C:2]1[CH:7]=[CH:6][C:5]([NH:8][C:9]2[C:10]([NH2:15])=[CH:11][CH:12]=[CH:13][CH:14]=2)=[CH:4][CH:3]=1.[C:16](Cl)(=[O:21])[CH2:17][C:18](Cl)=[O:19]. Product: [Cl:1][C:2]1[CH:7]=[CH:6][C:5]([N:8]2[C:18](=[O:19])[CH2:17][C:16](=[O:21])[NH:15][C:10]3[CH:11]=[CH:12][CH:13]=[CH:14][C:9]2=3)=[CH:4][CH:3]=1. The catalyst class is: 11. (3) Reactant: [C:1]([C:5]1[CH:9]=[CH:8][NH:7][N:6]=1)([CH3:4])([CH3:3])[CH3:2].[OH-].[Na+].[Br:12]Br. Product: [Br:12][C:9]1[C:5]([C:1]([CH3:4])([CH3:3])[CH3:2])=[N:6][NH:7][CH:8]=1. The catalyst class is: 6. (4) Reactant: [H-].[Na+].[C:3]1([CH2:9][SH:10])[CH:8]=[CH:7][CH:6]=[CH:5][CH:4]=1.Br[C:12]1[CH:17]=[CH:16][C:15]([F:18])=[CH:14][N:13]=1. Product: [CH2:9]([S:10][C:12]1[CH:17]=[CH:16][C:15]([F:18])=[CH:14][N:13]=1)[C:3]1[CH:8]=[CH:7][CH:6]=[CH:5][CH:4]=1. The catalyst class is: 30.